Dataset: Peptide-MHC class I binding affinity with 185,985 pairs from IEDB/IMGT. Task: Regression. Given a peptide amino acid sequence and an MHC pseudo amino acid sequence, predict their binding affinity value. This is MHC class I binding data. (1) The peptide sequence is ACREQQLPV. The MHC is HLA-B40:01 with pseudo-sequence HLA-B40:01. The binding affinity (normalized) is 0.0847. (2) The peptide sequence is NQQGITPNY. The MHC is HLA-B08:03 with pseudo-sequence HLA-B08:03. The binding affinity (normalized) is 0.0847. (3) The peptide sequence is ACNKIKGKK. The MHC is HLA-A11:01 with pseudo-sequence HLA-A11:01. The binding affinity (normalized) is 0.0893. (4) The peptide sequence is TLAPWTVPS. The MHC is HLA-A68:02 with pseudo-sequence HLA-A68:02. The binding affinity (normalized) is 0.589. (5) The peptide sequence is YRKEQQNAV. The MHC is HLA-B39:01 with pseudo-sequence HLA-B39:01. The binding affinity (normalized) is 0.406. (6) The peptide sequence is FLPSDYFPSV. The MHC is HLA-A01:01 with pseudo-sequence HLA-A01:01. The binding affinity (normalized) is 0.0609. (7) The peptide sequence is DFSLDPTFTI. The MHC is Patr-A0901 with pseudo-sequence Patr-A0901. The binding affinity (normalized) is 0.0926.